This data is from Full USPTO retrosynthesis dataset with 1.9M reactions from patents (1976-2016). The task is: Predict the reactants needed to synthesize the given product. (1) Given the product [CH2:11]([C:9]1[S:8][C:6]2[N:7]=[C:2]([S:42][CH2:41][C:39]([NH:38][C:33]3[CH:34]=[CH:35][C:36]4[C:31](=[CH:30][CH:29]=[CH:28][CH:37]=4)[CH:32]=3)=[O:40])[N:3]=[C:4]([N:13]3[CH2:18][CH2:17][N:16]([C:19](=[O:27])[CH2:20][C:21]4[CH:26]=[CH:25][CH:24]=[CH:23][CH:22]=4)[CH2:15][CH2:14]3)[C:5]=2[CH:10]=1)[CH3:12], predict the reactants needed to synthesize it. The reactants are: Cl[C:2]1[N:3]=[C:4]([N:13]2[CH2:18][CH2:17][N:16]([C:19](=[O:27])[CH2:20][C:21]3[CH:26]=[CH:25][CH:24]=[CH:23][CH:22]=3)[CH2:15][CH2:14]2)[C:5]2[CH:10]=[C:9]([CH2:11][CH3:12])[S:8][C:6]=2[N:7]=1.[CH:28]1[CH:37]=[C:36]2[C:31]([CH:32]=[C:33]([NH:38][C:39]([CH2:41][SH:42])=[O:40])[CH:34]=[CH:35]2)=[CH:30][CH:29]=1. (2) Given the product [I:21][C:2]1[CH:3]=[C:4]([C:8]2[C:13]3[S:14][C:15]4[CH:20]=[CH:19][CH:18]=[CH:17][C:16]=4[C:12]=3[CH:11]=[CH:10][CH:9]=2)[CH:5]=[CH:6][CH:7]=1, predict the reactants needed to synthesize it. The reactants are: Br[C:2]1[CH:3]=[C:4]([C:8]2[C:13]3[S:14][C:15]4[CH:20]=[CH:19][CH:18]=[CH:17][C:16]=4[C:12]=3[CH:11]=[CH:10][CH:9]=2)[CH:5]=[CH:6][CH:7]=1.[I-:21].[Na+].CNC1CCCCC1NC. (3) The reactants are: Br[C:2]1[CH:7]=[CH:6][C:5]([C@@H:8]([N:10]2[CH2:15][CH2:14][C@:13]([CH2:22][CH2:23][CH2:24][OH:25])([C:16]3[CH:21]=[CH:20][CH:19]=[CH:18][CH:17]=3)[O:12][C:11]2=[O:26])[CH3:9])=[CH:4][CH:3]=1.Br[C:28]1[N:33]([CH3:34])[C:32](=[O:35])[CH:31]=[CH:30][CH:29]=1. Given the product [OH:25][CH2:24][CH2:23][CH2:22][C@@:13]1([C:16]2[CH:21]=[CH:20][CH:19]=[CH:18][CH:17]=2)[O:12][C:11](=[O:26])[N:10]([C@H:8]([C:5]2[CH:6]=[CH:7][C:2]([C:28]3[N:33]([CH3:34])[C:32](=[O:35])[CH:31]=[CH:30][CH:29]=3)=[CH:3][CH:4]=2)[CH3:9])[CH2:15][CH2:14]1, predict the reactants needed to synthesize it. (4) Given the product [C:14]1([C:1]2[CH:10]=[CH:5][C:4]([C:4]3[C:3]4[C:2](=[CH:6][CH:7]=[CH:8][CH:9]=4)[C:1]([B:11]([OH:13])[OH:12])=[C:10]4[C:5]=3[CH:6]=[CH:7][CH:8]=[CH:9]4)=[CH:3][CH:2]=2)[C:23]2[C:18](=[CH:19][CH:20]=[CH:21][CH:22]=2)[CH:17]=[CH:16][CH:15]=1, predict the reactants needed to synthesize it. The reactants are: [C:1]1([B:11]([OH:13])[OH:12])[C:10]2[C:5](=[CH:6][CH:7]=[CH:8][CH:9]=2)[CH:4]=[CH:3][CH:2]=1.[CH:14]1[C:23]2[C:18](=[CH:19][CH:20]=[CH:21][CH:22]=2)[CH:17]=[CH:16][C:15]=1B(O)O. (5) Given the product [ClH:1].[CH3:2][N:3]([CH3:12])[CH2:4]/[CH:5]=[CH:6]/[C:7]([OH:9])=[O:8], predict the reactants needed to synthesize it. The reactants are: [ClH:1].[CH3:2][N:3]([CH3:12])[CH2:4]/[CH:5]=[CH:6]/[C:7]([O:9]CC)=[O:8].Cl.CCO. (6) Given the product [CH2:1]([O:3][C:4](=[O:27])[CH2:5][C:6]1([C:17]2[CH:18]=[CH:19][C:20]([NH:23][C:24](=[O:26])[CH3:25])=[CH:21][CH:22]=2)[CH:14]([OH:15])[C:13]2[C:8](=[CH:9][CH:10]=[CH:11][CH:12]=2)[CH:7]1[OH:16])[CH3:2], predict the reactants needed to synthesize it. The reactants are: [CH2:1]([O:3][C:4](=[O:27])[CH2:5][C:6]1([C:17]2[CH:22]=[CH:21][C:20]([NH:23][C:24](=[O:26])[CH3:25])=[CH:19][CH:18]=2)[C:14](=[O:15])[C:13]2[C:8](=[CH:9][CH:10]=[CH:11][CH:12]=2)[C:7]1=[O:16])[CH3:2].[BH4-].[Na+].C(O)(=O)C.